From a dataset of Full USPTO retrosynthesis dataset with 1.9M reactions from patents (1976-2016). Predict the reactants needed to synthesize the given product. (1) Given the product [CH2:1]([S:3][C:4]1[NH:5][C:6](=[O:16])[C:7]([C:13]([NH2:15])=[O:14])=[C:8]([NH:27][C:23]2[CH:22]=[C:21]3[C:26](=[CH:25][CH:24]=2)[N:17]=[CH:18][CH:19]=[CH:20]3)[N:9]=1)[CH3:2], predict the reactants needed to synthesize it. The reactants are: [CH2:1]([S:3][C:4]1[NH:5][C:6](=[O:16])[C:7]([C:13]([NH2:15])=[O:14])=[C:8](S(C)=O)[N:9]=1)[CH3:2].[N:17]1[C:26]2[C:21](=[CH:22][C:23]([NH2:27])=[CH:24][CH:25]=2)[CH:20]=[CH:19][CH:18]=1.CC1C=C(C=C(C)C=1)N.CCN(C(C)C)C(C)C. (2) The reactants are: [F:1][C:2]1[C:3]([O:10][CH3:11])=[C:4]([CH2:8]O)[CH:5]=[CH:6][CH:7]=1.C(N(CC)CC)C.CS([Cl:23])(=O)=O. Given the product [Cl:23][CH2:8][C:4]1[CH:5]=[CH:6][CH:7]=[C:2]([F:1])[C:3]=1[O:10][CH3:11], predict the reactants needed to synthesize it. (3) Given the product [NH2:12][C:11]1[O:34][C:32]2[N:31]([CH3:35])[N:30]=[C:29]([C:26]3[CH:25]=[CH:24][C:23]([O:22][CH3:21])=[CH:28][CH:27]=3)[C:33]=2[CH:1]([C:2]2[CH:7]=[CH:6][CH:5]=[CH:4][CH:3]=2)[C:10]=1[C:9]#[N:13], predict the reactants needed to synthesize it. The reactants are: [CH:1](=O)[C:2]1[CH:7]=[CH:6][CH:5]=[CH:4][CH:3]=1.[C:9](#[N:13])[CH2:10][C:11]#[N:12].C(N(CC)CC)C.[CH3:21][O:22][C:23]1[CH:28]=[CH:27][C:26]([C:29]2[CH2:33][C:32](=[O:34])[N:31]([CH3:35])[N:30]=2)=[CH:25][CH:24]=1. (4) Given the product [N+:1]([C:4]1[CH:5]=[C:6]2[C:10](=[CH:11][CH:12]=1)[N:9]([CH2:19][C:14]1[CH:15]=[CH:16][CH:17]=[CH:18][N:13]=1)[CH2:8][CH2:7]2)([O-:3])=[O:2], predict the reactants needed to synthesize it. The reactants are: [N+:1]([C:4]1[CH:5]=[C:6]2[C:10](=[CH:11][CH:12]=1)[NH:9][CH2:8][CH2:7]2)([O-:3])=[O:2].[N:13]1[CH:18]=[CH:17][CH:16]=[CH:15][C:14]=1[CH:19]=O.C(O[BH-](OC(=O)C)OC(=O)C)(=O)C.[Na+].C(=O)([O-])[O-].[K+].[K+]. (5) Given the product [CH2:4]([NH:1][C:2]([NH:7][C:8]1[CH:34]=[CH:33][C:11]([CH2:12][NH:13][C:14]2[O:15][C:16]([C:19]3[CH:28]=[CH:27][C:26]4[C:25]([CH3:30])([CH3:29])[CH2:24][CH2:23][C:22]([CH3:32])([CH3:31])[C:21]=4[CH:20]=3)=[N:17][N:18]=2)=[CH:10][CH:9]=1)=[O:3])[CH2:5][CH3:6], predict the reactants needed to synthesize it. The reactants are: [N:1]([CH2:4][CH:5]=[CH2:6])=[C:2]=[O:3].[NH2:7][C:8]1[CH:34]=[CH:33][C:11]([CH2:12][NH:13][C:14]2[O:15][C:16]([C:19]3[CH:28]=[CH:27][C:26]4[C:25]([CH3:30])([CH3:29])[CH2:24][CH2:23][C:22]([CH3:32])([CH3:31])[C:21]=4[CH:20]=3)=[N:17][N:18]=2)=[CH:10][CH:9]=1. (6) Given the product [CH:1]1([O:4][C:5]2[CH:6]=[C:7]([C:15]3[NH:32][C:18]4[CH:19]=[N:20][N:21]([CH2:24][O:25][CH2:26][CH2:27][Si:28]([CH3:30])([CH3:29])[CH3:31])[C:22](=[O:23])[C:17]=4[C:16]=3[CH2:41][CH3:42])[CH:8]=[CH:9][C:10]=2[O:11][CH:12]([F:14])[F:13])[CH2:3][CH2:2]1, predict the reactants needed to synthesize it. The reactants are: [CH:1]1([O:4][C:5]2[CH:6]=[C:7]([C:15]3[N:32](COCC[Si](C)(C)C)[C:18]4[CH:19]=[N:20][N:21]([CH2:24][O:25][CH2:26][CH2:27][Si:28]([CH3:31])([CH3:30])[CH3:29])[C:22](=[O:23])[C:17]=4[C:16]=3[CH2:41][CH3:42])[CH:8]=[CH:9][C:10]=2[O:11][CH:12]([F:14])[F:13])[CH2:3][CH2:2]1.C1(OC2C=C(C3N(COCC[Si](C)(C)C)C4C=NN(COCC[Si](C)(C)C)C(=O)C=4C=3C)C=CC=2OC(F)F)CC1.